Task: Regression/Classification. Given a drug SMILES string, predict its absorption, distribution, metabolism, or excretion properties. Task type varies by dataset: regression for continuous measurements (e.g., permeability, clearance, half-life) or binary classification for categorical outcomes (e.g., BBB penetration, CYP inhibition). Dataset: cyp2c9_veith.. Dataset: CYP2C9 inhibition data for predicting drug metabolism from PubChem BioAssay (1) The compound is CC1=CC(=O)C=CC1(C)C(Cl)(Cl)Cl. The result is 0 (non-inhibitor). (2) The drug is COc1ccc2c(=O)cc(-c3ccncc3)oc2c1OC. The result is 0 (non-inhibitor). (3) The molecule is CCOC(=O)CSc1nnc(CNC(=O)c2ccc(OC)cc2)n1C1CCCCC1. The result is 0 (non-inhibitor). (4) The molecule is Cc1c(NC(=O)C(C)N2C(=O)c3ccccc3C2=O)c(=O)n(-c2ccccc2)n1C. The result is 0 (non-inhibitor). (5) The drug is CN(C)Cc1ccccc1-c1nccc(N(C)C)n1. The result is 0 (non-inhibitor). (6) The compound is O=C(Nc1nc2ccccc2s1)C1COc2ccccc2O1. The result is 1 (inhibitor). (7) The molecule is COc1n[nH]c2nncnc12. The result is 0 (non-inhibitor).